This data is from Reaction yield outcomes from USPTO patents with 853,638 reactions. The task is: Predict the reaction yield, written as a fraction of the theoretical maximum amount of product (1.0 means a 100% yield; for example, 0.34 means a 34% yield). (1) The reactants are O[CH:2]([C:17]1[CH:22]=[CH:21][CH:20]=[CH:19][CH:18]=1)[CH2:3][CH2:4][CH2:5][C:6]1[CH:11]=[CH:10][C:9]([CH2:12][C:13]([O:15][CH3:16])=[O:14])=[CH:8][CH:7]=1.CCN(S(F)(F)[F:29])CC. The catalyst is C(Cl)Cl. The product is [F:29][CH:2]([C:17]1[CH:22]=[CH:21][CH:20]=[CH:19][CH:18]=1)[CH2:3][CH2:4][CH2:5][C:6]1[CH:11]=[CH:10][C:9]([CH2:12][C:13]([O:15][CH3:16])=[O:14])=[CH:8][CH:7]=1. The yield is 0.500. (2) The reactants are [CH3:1][O-:2].[Na+].[Cl:4][C:5]1[N:10]=[C:9](Cl)[C:8]([Cl:12])=[CH:7][N:6]=1. The catalyst is CO. The product is [Cl:4][C:5]1[N:10]=[C:9]([O:2][CH3:1])[C:8]([Cl:12])=[CH:7][N:6]=1. The yield is 0.570. (3) The reactants are C[O:2][C:3]([C:5]1[CH:14]=[CH:13][C:8]2[N:9]=[C:10]([CH3:12])[O:11][C:7]=2[CH:6]=1)=[O:4].[OH-].[Na+].Cl. The catalyst is C(O)C. The product is [CH3:12][C:10]1[O:11][C:7]2[CH:6]=[C:5]([C:3]([OH:4])=[O:2])[CH:14]=[CH:13][C:8]=2[N:9]=1. The yield is 0.970. (4) The reactants are II.[C:3]([O:7][C:8]([NH:10][C@@H:11]([CH2:16]I)[C:12]([O:14][CH3:15])=[O:13])=[O:9])([CH3:6])([CH3:5])[CH3:4].Br[C:19]1[CH:24]=[CH:23][C:22]([C:25]2[N:26]=[C:27]([C:30]3[CH:35]=[CH:34][C:33]([O:36][CH2:37][CH2:38][CH2:39][CH2:40][CH2:41][CH2:42][CH3:43])=[CH:32][CH:31]=3)[O:28][CH:29]=2)=[CH:21][CH:20]=1.C1COCC1. The catalyst is CN(C=O)C.[Zn].C1(P(C2CCCCC2)C2C=CC=CC=2C2C(OC)=CC=CC=2OC)CCCCC1. The product is [C:3]([O:7][C:8]([NH:10][C@@H:11]([CH2:16][C:19]1[CH:20]=[CH:21][C:22]([C:25]2[N:26]=[C:27]([C:30]3[CH:31]=[CH:32][C:33]([O:36][CH2:37][CH2:38][CH2:39][CH2:40][CH2:41][CH2:42][CH3:43])=[CH:34][CH:35]=3)[O:28][CH:29]=2)=[CH:23][CH:24]=1)[C:12]([O:14][CH3:15])=[O:13])=[O:9])([CH3:6])([CH3:5])[CH3:4]. The yield is 0.650. (5) The reactants are Cl[C:2]1[N:7]=[C:6]([NH2:8])[CH:5]=[CH:4][CH:3]=1.[CH3:9][C:10]1([CH2:14][OH:15])[CH2:13][O:12][CH2:11]1.[OH-].[Na+].C1(C)C=CC=CC=1. The catalyst is O. The product is [CH3:9][C:10]1([CH2:14][O:15][C:2]2[N:7]=[C:6]([NH2:8])[CH:5]=[CH:4][CH:3]=2)[CH2:13][O:12][CH2:11]1. The yield is 0.540. (6) The reactants are [CH2:1]([O:3][C:4]([C:6]1([NH:16][C:17](=[O:26])[C:18]2[CH:23]=[CH:22][CH:21]=[C:20]([CH3:24])[C:19]=2I)[CH2:14][C:13]2[C:8](=[CH:9][CH:10]=[C:11]([F:15])[CH:12]=2)[CH2:7]1)=[O:5])[CH3:2].C([O-])([O-])=O.[K+].[K+]. The catalyst is CCO.O1CCOCC1.[Pd]. The product is [CH2:1]([O:3][C:4]([C:6]1([NH:16][C:17](=[O:26])[C:18]2[CH:23]=[CH:22][CH:21]=[C:20]([CH3:24])[C:19]=2[CH:4]=[C:6]([CH3:14])[CH3:7])[CH2:14][C:13]2[C:8](=[CH:9][CH:10]=[C:11]([F:15])[CH:12]=2)[CH2:7]1)=[O:5])[CH3:2]. The yield is 0.730. (7) The reactants are I[C:2]1[CH:3]=[CH:4][C:5]2[N:6]([N:8]=[CH:9][N:10]=2)[CH:7]=1.C([Mg]Br)(C)C.CN([CH:19]=[O:20])C. The catalyst is C1COCC1. The product is [N:10]1[CH:9]=[N:8][N:6]2[CH:7]=[C:2]([CH:19]=[O:20])[CH:3]=[CH:4][C:5]=12. The yield is 1.00.